Task: Predict the reaction yield, written as a fraction of the theoretical maximum amount of product (1.0 means a 100% yield; for example, 0.34 means a 34% yield).. Dataset: Reaction yield outcomes from USPTO patents with 853,638 reactions (1) The reactants are [I:1][C:2]1[C:10]2[C:5](=[N:6][CH:7]=[N:8][C:9]=2[NH2:11])[NH:4][N:3]=1.[C:12]([O:16][C:17]([N:19]1[CH2:24][CH2:23][CH2:22][C@H:21](O)[CH2:20]1)=[O:18])([CH3:15])([CH3:14])[CH3:13].C1(P(C2C=CC=CC=2)C2C=CC=CC=2)C=CC=CC=1.N(C(OC(C)C)=O)=NC(OC(C)C)=O. The catalyst is O1CCCC1. The product is [NH2:11][C:9]1[N:8]=[CH:7][N:6]=[C:5]2[N:4]([C@@H:23]3[CH2:22][CH2:21][CH2:20][N:19]([C:17]([O:16][C:12]([CH3:15])([CH3:14])[CH3:13])=[O:18])[CH2:24]3)[N:3]=[C:2]([I:1])[C:10]=12. The yield is 0.330. (2) The reactants are [CH:1]1([C:7]2[C:15]3[C:10](=[CH:11][N:12]=[CH:13][CH:14]=3)[NH:9][C:8]=2[C:16]2[CH:21]=[CH:20][CH:19]=[CH:18][CH:17]=2)[CH2:6][CH2:5][CH2:4][CH2:3][CH2:2]1.Cl[CH2:23][C:24]1[O:28][N:27]=[C:26]([C:29]2[CH:34]=[CH:33][C:32]([F:35])=[CH:31][C:30]=2[C:36]([F:39])([F:38])[F:37])[CH:25]=1.[OH-].[Na+].C(N(CC)CC)C. The catalyst is CN(C=O)C. The product is [CH:1]1([C:7]2[C:8]([C:16]3[CH:21]=[CH:20][CH:19]=[CH:18][CH:17]=3)=[N:9][C:10]3[C:15]=2[CH:14]=[CH:13][N:12]([CH2:23][C:24]2[O:28][N:27]=[C:26]([C:29]4[CH:34]=[CH:33][C:32]([F:35])=[CH:31][C:30]=4[C:36]([F:39])([F:37])[F:38])[CH:25]=2)[CH:11]=3)[CH2:2][CH2:3][CH2:4][CH2:5][CH2:6]1. The yield is 0.270. (3) The reactants are [C:1]([O:5][C:6]([NH:8][C@H:9]([CH2:13][C:14]1[CH:19]=[CH:18][C:17]([C:20]([F:23])([F:22])[F:21])=[CH:16][CH:15]=1)[C:10]([OH:12])=[O:11])=[O:7])([CH3:4])([CH3:3])[CH3:2].[H-].[Na+].[CH3:26]I.O. The catalyst is C1COCC1. The product is [C:1]([O:5][C:6]([N:8]([CH3:26])[C@H:9]([CH2:13][C:14]1[CH:19]=[CH:18][C:17]([C:20]([F:21])([F:22])[F:23])=[CH:16][CH:15]=1)[C:10]([OH:12])=[O:11])=[O:7])([CH3:4])([CH3:2])[CH3:3]. The yield is 0.700. (4) The reactants are [CH2:1]([C:8]1[N:9]=[CH:10][C:11]2[C:16]([CH:17]=1)=[CH:15][CH:14]=[CH:13][CH:12]=2)[C:2]1[CH:7]=[CH:6][CH:5]=[CH:4][CH:3]=1.[BH4-].[Na+].O. The catalyst is CO.[Ni](Cl)Cl. The product is [CH2:1]([CH:8]1[CH2:17][C:16]2[C:11](=[CH:12][CH:13]=[CH:14][CH:15]=2)[CH2:10][NH:9]1)[C:2]1[CH:3]=[CH:4][CH:5]=[CH:6][CH:7]=1. The yield is 0.820. (5) The reactants are Cl[C:2]1[C:3](=[O:14])[NH:4][C:5](=[O:13])[C:6]=1[C:7]1[CH:12]=[CH:11][CH:10]=[CH:9][CH:8]=1.[CH3:15][O:16][C:17]1[CH:23]=[CH:22][C:20]([NH2:21])=[CH:19][CH:18]=1. The catalyst is CN(C=O)C. The product is [CH3:15][O:16][C:17]1[CH:23]=[CH:22][C:20]([NH:21][C:2]2[C:3](=[O:14])[NH:4][C:5](=[O:13])[C:6]=2[C:7]2[CH:12]=[CH:11][CH:10]=[CH:9][CH:8]=2)=[CH:19][CH:18]=1. The yield is 0.320.